From a dataset of Forward reaction prediction with 1.9M reactions from USPTO patents (1976-2016). Predict the product of the given reaction. Given the reactants Cl.[C@@H:2]1([N:10]2[CH:17]=[CH:16][C:14]([NH2:15])=[N:13][C:11]2=[O:12])[O:9][C@H:6]([CH2:7][OH:8])[C@@H:4]([OH:5])[CH2:3]1.C[Si](C)(C)Cl.[C:23]1([CH2:36][O:37][C:38](Cl)=[O:39])[C:35]2[CH2:34][C:33]3[C:28](=[CH:29][CH:30]=[CH:31][CH:32]=3)[C:27]=2[CH:26]=CC=1.N1C=CC=[CH:43][CH:42]=1, predict the reaction product. The product is: [C:38]([NH:15][C:14]1[CH:16]=[CH:17][N:10]([C@@H:2]2[O:9][C@H:6]([CH2:7][OH:8])[C@@H:4]([OH:5])[CH2:3]2)[C:11](=[O:12])[N:13]=1)([O:37][CH2:36][CH:23]1[C:35]2[C:34](=[CH:42][CH:43]=[CH:26][CH:27]=2)[C:33]2[C:28]1=[CH:29][CH:30]=[CH:31][CH:32]=2)=[O:39].